Dataset: Catalyst prediction with 721,799 reactions and 888 catalyst types from USPTO. Task: Predict which catalyst facilitates the given reaction. (1) Product: [Cl:15][C:7]1[CH:8]=[C:9]([O:10][CH:11]2[CH2:12][O:13][CH2:14]2)[C:4]([C:3]([OH:16])=[O:2])=[CH:5][N:6]=1. Reactant: C[O:2][C:3](=[O:16])[C:4]1[C:9]([O:10][CH:11]2[CH2:14][O:13][CH2:12]2)=[CH:8][C:7]([Cl:15])=[N:6][CH:5]=1.O[Li].O. The catalyst class is: 20. (2) Reactant: ClC1C=C(C(OO)=[O:9])C=CC=1.[OH:12][CH2:13][CH:14]1[CH2:20][O:19][CH2:18][CH2:17][N:16]([C:21]([O:23][C:24]([CH3:27])([CH3:26])[CH3:25])=[O:22])[CH2:15]1.CC[CH2:30][CH2:31][CH2:32][CH3:33]. Product: [CH:32]1([CH2:33][O:12][CH2:13][C:14]2([OH:9])[CH2:20][O:19][CH2:18][CH2:17][N:16]([C:21]([O:23][C:24]([CH3:27])([CH3:26])[CH3:25])=[O:22])[CH2:15]2)[CH2:30][CH2:31]1. The catalyst class is: 2. (3) Reactant: C([O:3][C:4]([C:6]1[C:7]([NH:18][CH:19]([C:30]([OH:32])=[O:31])[CH2:20][C:21]2[C:29]3[C:24](=[CH:25][CH:26]=[CH:27][CH:28]=3)[NH:23][CH:22]=2)=[N:8][C:9]2[C:14]([CH:15]=1)=[CH:13][C:12]([Cl:16])=[CH:11][C:10]=2[CH3:17])=[O:5])C.[OH-].[Na+]. Product: [C:30]([CH:19]([NH:18][C:7]1[C:6]([C:4]([OH:5])=[O:3])=[CH:15][C:14]2[C:9](=[C:10]([CH3:17])[CH:11]=[C:12]([Cl:16])[CH:13]=2)[N:8]=1)[CH2:20][C:21]1[C:29]2[C:24](=[CH:25][CH:26]=[CH:27][CH:28]=2)[NH:23][CH:22]=1)([OH:32])=[O:31]. The catalyst class is: 1. (4) Reactant: [CH3:1][C:2]1[CH:7]=[CH:6][C:5]([C:8]2[N:12]=[C:11]([CH2:13][CH2:14][C:15](=[O:17])[CH3:16])[O:10][N:9]=2)=[CH:4][C:3]=1[NH:18][C:19]([C:21]1[N:25]2[CH:26]=[CH:27][CH:28]=[CH:29][C:24]2=[N:23][CH:22]=1)=[O:20].[CH3:30][Mg]Br. Product: [OH:17][C:15]([CH3:30])([CH3:16])[CH2:14][CH2:13][C:11]1[O:10][N:9]=[C:8]([C:5]2[CH:6]=[CH:7][C:2]([CH3:1])=[C:3]([NH:18][C:19]([C:21]3[N:25]4[CH:26]=[CH:27][CH:28]=[CH:29][C:24]4=[N:23][CH:22]=3)=[O:20])[CH:4]=2)[N:12]=1. The catalyst class is: 1. (5) Reactant: Br[C:2]1[CH:7]=[CH:6][CH:5]=[CH:4][C:3]=1[CH2:8][CH2:9][C:10]([N:12]([CH:22]([CH3:24])[CH3:23])[NH:13][C:14](=[O:21])[C:15]1[CH:20]=[CH:19][CH:18]=[CH:17][CH:16]=1)=[O:11].C([O-])([O-])=O.[Na+].[Na+].[CH2:31]([O:33][C:34]1[CH:35]=[C:36](B(O)O)[CH:37]=[CH:38][CH:39]=1)[CH3:32]. Product: [CH2:31]([O:33][C:34]1[CH:39]=[C:38]([C:2]2[CH:7]=[CH:6][CH:5]=[CH:4][C:3]=2[CH2:8][CH2:9][C:10]([N:12]([CH:22]([CH3:24])[CH3:23])[NH:13][C:14](=[O:21])[C:15]2[CH:20]=[CH:19][CH:18]=[CH:17][CH:16]=2)=[O:11])[CH:37]=[CH:36][CH:35]=1)[CH3:32]. The catalyst class is: 57.